This data is from Reaction yield outcomes from USPTO patents with 853,638 reactions. The task is: Predict the reaction yield, written as a fraction of the theoretical maximum amount of product (1.0 means a 100% yield; for example, 0.34 means a 34% yield). (1) The reactants are [CH3:1][O:2][C:3]1[CH:8]=[C:7]([O:9][CH3:10])[CH:6]=[CH:5][C:4]=1[CH2:11]O.C1CCN2C(=NCCC2)CC1.C1C=CC(P([N:38]=[N+:39]=[N-:40])(C2C=CC=CC=2)=O)=CC=1. The catalyst is C1(C)C=CC=CC=1. The product is [N:38]([CH2:11][C:4]1[CH:5]=[CH:6][C:7]([O:9][CH3:10])=[CH:8][C:3]=1[O:2][CH3:1])=[N+:39]=[N-:40]. The yield is 0.960. (2) The reactants are Br[C:2]1[N:7]=[CH:6][C:5]2[C:8]([C:14]([NH2:16])=[O:15])=[CH:9][N:10]([CH:11]([CH3:13])[CH3:12])[C:4]=2[CH:3]=1.[NH2:17][C:18]1[CH:23]=[CH:22][N:21]=[C:20]([Cl:24])[N:19]=1.C([O-])([O-])=O.[Cs+].[Cs+]. The catalyst is C1C=CC(/C=C/C(/C=C/C2C=CC=CC=2)=O)=CC=1.C1C=CC(/C=C/C(/C=C/C2C=CC=CC=2)=O)=CC=1.C1C=CC(/C=C/C(/C=C/C2C=CC=CC=2)=O)=CC=1.[Pd].[Pd].CC1(C)C2C(=C(P(C3C=CC=CC=3)C3C=CC=CC=3)C=CC=2)OC2C(P(C3C=CC=CC=3)C3C=CC=CC=3)=CC=CC1=2.O1CCOCC1. The product is [Cl:24][C:20]1[N:19]=[C:18]([NH:17][C:2]2[N:7]=[CH:6][C:5]3[C:8]([C:14]([NH2:16])=[O:15])=[CH:9][N:10]([CH:11]([CH3:13])[CH3:12])[C:4]=3[CH:3]=2)[CH:23]=[CH:22][N:21]=1. The yield is 0.400. (3) The yield is 0.380. The reactants are [C:1]([N:8]1[C:16]2[C:11](=[CH:12][C:13](B(O)O)=[CH:14][CH:15]=2)[CH:10]=[CH:9]1)([O:3][C:4]([CH3:7])(C)C)=[O:2].N1C=CC=CC=1.[C:26]([C:30]1[CH:34]=[C:33]([C:35]([O:37][CH2:38][CH3:39])=[O:36])[NH:32][N:31]=1)([CH3:29])([CH3:28])[CH3:27].B(O)O. The catalyst is C(Cl)Cl.CC([O-])=O.CC([O-])=O.[Cu+2]. The product is [C:26]([C:30]1[CH:34]=[C:33]([C:35]([O:37][CH2:38][CH3:39])=[O:36])[N:32]([C:13]2[CH:12]=[C:11]3[C:16](=[CH:15][CH:14]=2)[N:8]([C:1]([O:3][CH2:4][CH3:7])=[O:2])[CH:9]=[CH:10]3)[N:31]=1)([CH3:29])([CH3:27])[CH3:28]. (4) The reactants are [NH2:1][C:2]1[CH:7]=[CH:6][C:5]([C@@H:8]2[O:13][CH2:12][CH2:11][N:10]([C@@H:14]([C:16]3[CH:21]=[CH:20][CH:19]=[CH:18][CH:17]=3)[CH3:15])[CH2:9]2)=[CH:4][CH:3]=1.C(N(CC)CC)C.[C:29](Cl)(=[O:31])[CH3:30]. The catalyst is O1CCCC1. The product is [C:16]1([C@H:14]([N:10]2[CH2:11][CH2:12][O:13][C@@H:8]([C:5]3[CH:4]=[CH:3][C:2]([NH:1][C:29](=[O:31])[CH3:30])=[CH:7][CH:6]=3)[CH2:9]2)[CH3:15])[CH:17]=[CH:18][CH:19]=[CH:20][CH:21]=1. The yield is 0.710.